This data is from Full USPTO retrosynthesis dataset with 1.9M reactions from patents (1976-2016). The task is: Predict the reactants needed to synthesize the given product. (1) Given the product [CH:1]1([C:7]2[CH:32]=[CH:31][C:10]([CH2:11][O:12][C:13]3[CH:18]=[CH:17][CH:16]=[CH:15][C:14]=3[CH2:19][CH2:20][C:21](=[O:30])[CH2:22][CH2:23][CH2:24][CH2:25][C:26]([O:28][CH3:29])=[O:27])=[CH:9][CH:8]=2)[CH2:2][CH2:3][CH2:4][CH2:5][CH2:6]1, predict the reactants needed to synthesize it. The reactants are: [CH:1]1([C:7]2[CH:32]=[CH:31][C:10]([CH2:11][O:12][C:13]3[CH:18]=[CH:17][CH:16]=[CH:15][C:14]=3/[CH:19]=[CH:20]/[C:21](=[O:30])[CH2:22][CH2:23][CH2:24][CH2:25][C:26]([O:28][CH3:29])=[O:27])=[CH:9][CH:8]=2)[CH2:6][CH2:5][CH2:4][CH2:3][CH2:2]1. (2) Given the product [ClH:23].[O:21]=[C:14]1[NH:15][CH2:16][CH2:17][N:13]1[C:8]1[CH:9]=[CH:10][CH:11]=[CH:12][C:7]=1/[CH:6]=[CH:5]/[C:4]([O:3][CH2:1][CH3:2])=[O:22], predict the reactants needed to synthesize it. The reactants are: [CH2:1]([O:3][C:4](=[O:22])/[CH:5]=[CH:6]/[C:7]1[CH:12]=[CH:11][CH:10]=[CH:9][C:8]=1[N:13]1[CH2:17][CH2:16][N:15](C([O-])=O)[C:14]1=[O:21])[CH3:2].[ClH:23].O1CCOCC1. (3) The reactants are: BrC1C2C(=CN(CC)N=2)C=CC=1.S(OCC)(OCC)(=O)=O.FC(F)(F)C(O)=O.[CH:29]1([CH2:32][N:33]([CH2:55][CH2:56][CH3:57])[C:34]([C:36]2[N:37]([CH2:53]C)[N:38]=[C:39]3[C:44]=2[CH:43]=[CH:42][CH:41]=[C:40]3[C:45]2[CH:50]=[CH:49][C:48]([Cl:51])=[CH:47][C:46]=2[Cl:52])=[O:35])[CH2:31][CH2:30]1.S(OC)(OC)(=O)=O. Given the product [CH:29]1([CH2:32][N:33]([CH2:55][CH2:56][CH3:57])[C:34]([C:36]2[N:37]([CH3:53])[N:38]=[C:39]3[C:44]=2[CH:43]=[CH:42][CH:41]=[C:40]3[C:45]2[CH:50]=[CH:49][C:48]([Cl:51])=[CH:47][C:46]=2[Cl:52])=[O:35])[CH2:31][CH2:30]1, predict the reactants needed to synthesize it. (4) The reactants are: [F:1][C:2]1[CH:7]=[C:6]([S:8][C:9]([F:12])([F:11])[F:10])[CH:5]=[CH:4][C:3]=1[N:13]([CH3:23])[C:14]([NH:16][CH:17]1[CH2:22][CH2:21][O:20][CH2:19][CH2:18]1)=[O:15].C(N(C(C)C)CC)(C)C.[F:33][C:34]1[CH:42]=[CH:41][CH:40]=[C:39]([F:43])[C:35]=1[C:36](Cl)=[O:37].C(OCC)(=O)C. Given the product [F:33][C:34]1[CH:42]=[CH:41][CH:40]=[C:39]([F:43])[C:35]=1[C:36]([N:16]([CH:17]1[CH2:18][CH2:19][O:20][CH2:21][CH2:22]1)[C:14]([N:13]([C:3]1[CH:4]=[CH:5][C:6]([S:8][C:9]([F:12])([F:11])[F:10])=[CH:7][C:2]=1[F:1])[CH3:23])=[O:15])=[O:37], predict the reactants needed to synthesize it. (5) Given the product [NH2:14][C:12]1[CH:11]=[CH:10][C:9]([CH:17]=[CH:18][C:19]2[CH:20]=[CH:21][C:22]([NH2:25])=[CH:23][CH:24]=2)=[C:8]([S:5]([O:4][CH2:3][C:2]([CH3:29])([CH3:1])[CH3:28])(=[O:7])=[O:6])[CH:13]=1, predict the reactants needed to synthesize it. The reactants are: [CH3:1][C:2]([CH3:29])([CH3:28])[CH2:3][O:4][S:5]([C:8]1[CH:13]=[C:12]([N+:14]([O-])=O)[CH:11]=[CH:10][C:9]=1[CH:17]=[CH:18][C:19]1[CH:24]=[CH:23][C:22]([N+:25]([O-])=O)=[CH:21][CH:20]=1)(=[O:7])=[O:6].O.O.[Sn](Cl)(Cl)(Cl)Cl.